The task is: Predict which catalyst facilitates the given reaction.. This data is from Catalyst prediction with 721,799 reactions and 888 catalyst types from USPTO. (1) Product: [Cl:1][CH2:2][CH:3]([C:5]1[CH:6]=[C:7]2[C:12](=[CH:13][CH:14]=1)[NH:11][C:10](=[O:15])[CH2:9][CH2:8]2)[OH:4]. The catalyst class is: 13. Reactant: [Cl:1][CH2:2][C:3]([C:5]1[CH:6]=[C:7]2[C:12](=[CH:13][CH:14]=1)[NH:11][C:10](=[O:15])[CH2:9][CH2:8]2)=[O:4].C(O)=O.C(N(CC)CC)C. (2) Reactant: [CH3:1][C:2]1[N:6]([C:7]2[CH:12]=[CH:11][CH:10]=[CH:9][CH:8]=2)[N:5]=[C:4]([C:13]([OH:15])=O)[CH:3]=1.O1CCCC1.C(Cl)(=O)C(Cl)=O.[NH2:27][C:28]1[CH:49]=[CH:48][C:31]([O:32][C:33]2[CH:34]=[CH:35][C:36]3[N:37]([CH:39]=[C:40]([NH:42][C:43]([CH:45]4[CH2:47][CH2:46]4)=[O:44])[N:41]=3)[N:38]=2)=[CH:30][CH:29]=1. Product: [CH:45]1([C:43]([NH:42][C:40]2[N:41]=[C:36]3[CH:35]=[CH:34][C:33]([O:32][C:31]4[CH:30]=[CH:29][C:28]([NH:27][C:13]([C:4]5[CH:3]=[C:2]([CH3:1])[N:6]([C:7]6[CH:8]=[CH:9][CH:10]=[CH:11][CH:12]=6)[N:5]=5)=[O:15])=[CH:49][CH:48]=4)=[N:38][N:37]3[CH:39]=2)=[O:44])[CH2:46][CH2:47]1. The catalyst class is: 80. (3) Reactant: [CH:1]([S:3](N1CC(C2C=CC3C4N=C(C5N(C(C)C)N=CN=5)SC=4CCOC=3C=2)C1)(=[O:5])=[O:4])=[CH2:2].Cl.[F:33][C:34]1([F:38])[CH2:37][NH:36][CH2:35]1. Product: [CH:1]([S:3]([N:36]1[CH2:37][C:34]([F:38])([F:33])[CH2:35]1)(=[O:5])=[O:4])=[CH2:2]. The catalyst class is: 2. (4) Reactant: S=[C:2]1[CH2:6][S:5][C:4](=[O:7])[NH:3]1.[CH2:8]([NH2:11])[CH2:9][CH3:10]. Product: [CH2:8]([NH:11][C:2]1[CH2:6][S:5][C:4](=[O:7])[N:3]=1)[CH2:9][CH3:10]. The catalyst class is: 8. (5) Reactant: [Cl:1][C:2]1[CH:10]=[C:9]2[C:5]([CH:6]=[C:7]([C:11]([N:13]3[CH2:18][CH2:17][NH:16][CH2:15][CH2:14]3)=[O:12])[NH:8]2)=[CH:4][C:3]=1[O:19][CH:20]1[CH2:25][CH2:24][N:23]([CH:26]([CH3:28])[CH3:27])[CH2:22][CH2:21]1.C(=O)([O-])[O-].[Cs+].[Cs+].[CH:35]1([C:38](Cl)=[O:39])[CH2:37][CH2:36]1. Product: [Cl:1][C:2]1[CH:10]=[C:9]2[C:5]([CH:6]=[C:7]([C:11]([N:13]3[CH2:18][CH2:17][N:16]([C:38]([CH:35]4[CH2:37][CH2:36]4)=[O:39])[CH2:15][CH2:14]3)=[O:12])[NH:8]2)=[CH:4][C:3]=1[O:19][CH:20]1[CH2:21][CH2:22][N:23]([CH:26]([CH3:28])[CH3:27])[CH2:24][CH2:25]1. The catalyst class is: 10. (6) Reactant: [CH3:1][N:2]1[CH:6]=[C:5]([N:7]2[CH:12]=[CH:11][C:10](=[O:13])[C:9]([CH2:14][C:15]3[CH:16]=[C:17]([NH:21][C:22]([O:24][CH2:25][C:26]([O:28]C)=[O:27])=[O:23])[CH:18]=[CH:19][CH:20]=3)=[N:8]2)[CH:4]=[N:3]1.[OH-].[Li+].Cl. Product: [CH3:1][N:2]1[CH:6]=[C:5]([N:7]2[CH:12]=[CH:11][C:10](=[O:13])[C:9]([CH2:14][C:15]3[CH:16]=[C:17]([NH:21][C:22]([O:24][CH2:25][C:26]([OH:28])=[O:27])=[O:23])[CH:18]=[CH:19][CH:20]=3)=[N:8]2)[CH:4]=[N:3]1. The catalyst class is: 1.